From a dataset of Catalyst prediction with 721,799 reactions and 888 catalyst types from USPTO. Predict which catalyst facilitates the given reaction. Reactant: C(OC([NH:11][C@H:12]1[CH2:17][CH2:16][N:15]([C:18]2[O:19][C:20]([CH3:30])=[C:21]([C:23]([O:25][CH2:26][CH2:27][CH2:28][CH3:29])=[O:24])[N:22]=2)[CH2:14][C@H:13]1[O:31][CH2:32][CH2:33][CH3:34])=O)C1C=CC=CC=1. Product: [NH2:11][C@H:12]1[CH2:17][CH2:16][N:15]([C:18]2[O:19][C:20]([CH3:30])=[C:21]([C:23]([O:25][CH2:26][CH2:27][CH2:28][CH3:29])=[O:24])[N:22]=2)[CH2:14][C@H:13]1[O:31][CH2:32][CH2:33][CH3:34]. The catalyst class is: 43.